Predict the reaction yield, written as a fraction of the theoretical maximum amount of product (1.0 means a 100% yield; for example, 0.34 means a 34% yield). From a dataset of Reaction yield outcomes from USPTO patents with 853,638 reactions. (1) The reactants are [Cl:1][C:2]1[CH:3]=[CH:4][C:5]2[O:9][CH:8]([C:10]([OH:12])=O)[CH2:7][C:6]=2[CH:13]=1.CCN=C=NCCCN(C)C.Cl.C1C=CC2N(O)N=NC=2C=1.C(N(CC)CC)C.[N:43]1([C:49]([O:51][C:52]([CH3:55])([CH3:54])[CH3:53])=[O:50])[CH2:48][CH2:47][NH:46][CH2:45][CH2:44]1. The catalyst is CN(C)C=O. The product is [Cl:1][C:2]1[CH:3]=[CH:4][C:5]2[O:9][CH:8]([C:10]([N:46]3[CH2:45][CH2:44][N:43]([C:49]([O:51][C:52]([CH3:55])([CH3:54])[CH3:53])=[O:50])[CH2:48][CH2:47]3)=[O:12])[CH2:7][C:6]=2[CH:13]=1. The yield is 0.650. (2) The reactants are [CH3:1][N:2]1[C:10]2[C:5](=[CH:6][C:7]([NH:11][C:12]([NH:14][C:15]3[CH:16]=[C:17]([CH:29]=[CH:30][CH:31]=3)[O:18][C:19]3[CH:24]=[CH:23][N:22]=[C:21]([C:25]([O:27]C)=[O:26])[CH:20]=3)=[O:13])=[CH:8][CH:9]=2)[CH:4]=[N:3]1.[OH-].[K+]. The product is [CH3:1][N:2]1[C:10]2[C:5](=[CH:6][C:7]([NH:11][C:12]([NH:14][C:15]3[CH:16]=[C:17]([CH:29]=[CH:30][CH:31]=3)[O:18][C:19]3[CH:24]=[CH:23][N:22]=[C:21]([C:25]([OH:27])=[O:26])[CH:20]=3)=[O:13])=[CH:8][CH:9]=2)[CH:4]=[N:3]1. The yield is 0.700. The catalyst is CO.O. (3) The reactants are [CH2:1]([P:3]([O-:9])[O:4][CH2:5][CH2:6][CH2:7][CH3:8])[CH3:2].[C:10]1([C:16]#[CH:17])[CH:15]=[CH:14][CH:13]=[CH:12][CH:11]=1. The yield is 0.960. The catalyst is C1(C)C=CC=CC=1. The product is [CH2:1]([P:3]([C:16]([C:10]1[CH:15]=[CH:14][CH:13]=[CH:12][CH:11]=1)=[CH2:17])(=[O:9])[O:4][CH2:5][CH2:6][CH2:7][CH3:8])[CH3:2]. (4) The reactants are [Cl:1][C:2]1[CH:7]=[C:6]([Cl:8])[CH:5]=[CH:4][C:3]=1B(O)O.Br[C:13]1[CH:20]=[CH:19][C:16]([C:17]#[N:18])=[C:15]([F:21])[CH:14]=1.C(=O)([O-])[O-].[Na+].[Na+].C1(C)C=CC=CC=1. The catalyst is [Pd].C1(P(C2C=CC=CC=2)C2C=CC=CC=2)C=CC=CC=1.C1(P(C2C=CC=CC=2)C2C=CC=CC=2)C=CC=CC=1.C1(P(C2C=CC=CC=2)C2C=CC=CC=2)C=CC=CC=1.C1(P(C2C=CC=CC=2)C2C=CC=CC=2)C=CC=CC=1.O.C(O)C. The product is [F:21][C:15]1[CH:14]=[C:13]([C:3]2[CH:4]=[CH:5][C:6]([Cl:8])=[CH:7][C:2]=2[Cl:1])[CH:20]=[CH:19][C:16]=1[C:17]#[N:18]. The yield is 0.930. (5) The reactants are [NH:1]1[CH:5]=[CH:4][N:3]=[CH:2]1.C(=O)([O-])[O-].[K+].[K+].[Cl:12][C:13]1[CH:14]=[C:15]2[C:20](=[CH:21][CH:22]=1)[CH:19]=[C:18]([S:23]([CH2:26][CH2:27][C:28]([N:30]1[CH2:35][CH2:34][CH:33]([CH2:36][CH2:37]I)[CH2:32][CH2:31]1)=[O:29])(=[O:25])=[O:24])[CH:17]=[CH:16]2. The catalyst is CN(C=O)C. The product is [Cl:12][C:13]1[CH:14]=[C:15]2[C:20](=[CH:21][CH:22]=1)[CH:19]=[C:18]([S:23]([CH2:26][CH2:27][C:28]([N:30]1[CH2:35][CH2:34][CH:33]([CH2:36][CH2:37][C:5]3[N:1]=[CH:2][NH:3][CH:4]=3)[CH2:32][CH2:31]1)=[O:29])(=[O:24])=[O:25])[CH:17]=[CH:16]2. The yield is 0.190. (6) The reactants are [CH3:1][O:2][C:3]([C:5]1[CH:17]=[C:16](I)[C:8]2[N:9]=[CH:10][N:11]([CH2:12][CH:13]([CH3:15])[CH3:14])[C:7]=2[CH:6]=1)=[O:4].[Br-].[CH3:20][C:21]1[CH:22]=[CH:23][C:24]([Zn+])=[N:25][CH:26]=1. The catalyst is C1COCC1.C1C=CC([P]([Pd]([P](C2C=CC=CC=2)(C2C=CC=CC=2)C2C=CC=CC=2)([P](C2C=CC=CC=2)(C2C=CC=CC=2)C2C=CC=CC=2)[P](C2C=CC=CC=2)(C2C=CC=CC=2)C2C=CC=CC=2)(C2C=CC=CC=2)C2C=CC=CC=2)=CC=1. The product is [CH3:1][O:2][C:3]([C:5]1[CH:17]=[C:16]([C:24]2[CH:23]=[CH:22][C:21]([CH3:20])=[CH:26][N:25]=2)[C:8]2[N:9]=[CH:10][N:11]([CH2:12][CH:13]([CH3:15])[CH3:14])[C:7]=2[CH:6]=1)=[O:4]. The yield is 0.570.